Predict the reaction yield, written as a fraction of the theoretical maximum amount of product (1.0 means a 100% yield; for example, 0.34 means a 34% yield). From a dataset of Reaction yield outcomes from USPTO patents with 853,638 reactions. (1) The reactants are [CH2:1]([N:8]([CH:12]1[CH2:17][CH2:16][N:15](C(OC(C)(C)C)=O)[CH2:14][CH2:13]1)[C:9](=[O:11])[CH3:10])[C:2]1[CH:7]=[CH:6][CH:5]=[CH:4][CH:3]=1.Cl.O1CCOCC1. The catalyst is O1CCOCC1. The product is [CH2:1]([N:8]([CH:12]1[CH2:17][CH2:16][NH:15][CH2:14][CH2:13]1)[C:9](=[O:11])[CH3:10])[C:2]1[CH:3]=[CH:4][CH:5]=[CH:6][CH:7]=1. The yield is 0.670. (2) The reactants are Cl[C:2]([O:4][C:5]1[CH:10]=[CH:9][C:8]([N+:11]([O-:13])=[O:12])=[CH:7][CH:6]=1)=[O:3].[N:14]1[CH:19]=[CH:18][CH:17]=[CH:16][C:15]=1[S:20][S:21][CH2:22][CH2:23][OH:24].C(N(CC)C(C)C)(C)C. The catalyst is ClCCl. The product is [C:2](=[O:3])([O:24][CH2:23][CH2:22][S:21][S:20][C:15]1[CH:16]=[CH:17][CH:18]=[CH:19][N:14]=1)[O:4][C:5]1[CH:6]=[CH:7][C:8]([N+:11]([O-:13])=[O:12])=[CH:9][CH:10]=1. The yield is 0.810. (3) The reactants are C1(CC([C:11]2[CH:16]=[CH:15][CH:14]=[C:13]([N+:17]([O-:19])=[O:18])[CH:12]=2)C(O)=O)CCCC1.[C:20](Cl)(=[O:24])[C:21](Cl)=O.[NH2:26][C:27]1[S:28][CH:29]=[CH:30][N:31]=1.C(N(CC)[CH:36]([CH3:38])[CH3:37])(C)C.O1C[CH2:44][CH2:43][CH2:42]1. The catalyst is C(Cl)Cl.CN(C)C=O. The product is [CH:36]1([CH2:37][CH:21]([C:12]2[CH:11]=[CH:16][CH:15]=[CH:14][C:13]=2[N+:17]([O-:19])=[O:18])[C:20]([NH:26][C:27]2[S:28][CH:29]=[CH:30][N:31]=2)=[O:24])[CH2:38][CH2:44][CH2:43][CH2:42]1. The yield is 0.722. (4) The reactants are [CH2:1]([O:4][CH2:5][C:6]1[CH:11]=[CH:10][C:9]([CH2:12]O)=[CH:8][CH:7]=1)[C:2]#[CH:3].C1(P(C2C=CC=CC=2)C2C=CC=CC=2)C=CC=CC=1.C(Cl)(Cl)(Cl)[Cl:34]. No catalyst specified. The product is [Cl:34][CH2:12][C:9]1[CH:10]=[CH:11][C:6]([CH2:5][O:4][CH2:1][C:2]#[CH:3])=[CH:7][CH:8]=1. The yield is 0.840.